The task is: Predict which catalyst facilitates the given reaction.. This data is from Catalyst prediction with 721,799 reactions and 888 catalyst types from USPTO. (1) Reactant: [OH:1][CH:2]1[CH2:11][CH2:10][C:9]2[CH:8]=[C:7]([C:12]([O:14][CH3:15])=[O:13])[CH:6]=[CH:5][C:4]=2[CH2:3]1.[Cl:16][C:17]1[CH:22]=[C:21]([N+]([O-])=O)[CH:20]=[CH:19][N:18]=1.C(=O)([O-])[O-].[Cs+].[Cs+].CN(C=O)C. Product: [Cl:16][C:17]1[CH:22]=[C:21]([O:1][CH:2]2[CH2:11][CH2:10][C:9]3[CH:8]=[C:7]([C:12]([O:14][CH3:15])=[O:13])[CH:6]=[CH:5][C:4]=3[CH2:3]2)[CH:20]=[CH:19][N:18]=1. The catalyst class is: 6. (2) Product: [ClH:1].[Cl:1][C:2]1[CH:3]=[CH:4][C:5]([CH2:6][N:7]2[C:16]3[C:11](=[CH:12][CH:13]=[CH:14][C:15]=3[C:17]([NH:19][C@H:20]([C:22]3[CH:23]=[CH:24][C:25]([C:26]([OH:28])=[O:27])=[CH:30][CH:31]=3)[CH3:21])=[O:18])[CH2:10][CH2:9][CH2:8]2)=[CH:32][CH:33]=1. The catalyst class is: 36. Reactant: [Cl:1][C:2]1[CH:33]=[CH:32][C:5]([CH2:6][N:7]2[C:16]3[C:11](=[CH:12][CH:13]=[CH:14][C:15]=3[C:17]([NH:19][C@H:20]([C:22]3[CH:31]=[CH:30][C:25]([C:26]([O:28]C)=[O:27])=[CH:24][CH:23]=3)[CH3:21])=[O:18])[CH2:10][CH2:9][CH2:8]2)=[CH:4][CH:3]=1.[OH-].[Na+].Cl. (3) Reactant: N1([C:6]([C:8]2[CH:9]=[C:10]([C:18]3[N:19]=[C:20]([C:23]4[CH:28]=[CH:27][N:26]=[CH:25][CH:24]=4)[S:21][CH:22]=3)[C:11](=[O:17])[NH:12][C:13]=2[CH:14]([CH3:16])[CH3:15])=[O:7])C=CN=C1.[OH:29][CH:30]([CH3:33])[CH2:31][NH2:32].CCN(C(C)C)C(C)C. Product: [OH:29][CH:30]([CH3:33])[CH2:31][NH:32][C:6]([C:8]1[CH:9]=[C:10]([C:18]2[N:19]=[C:20]([C:23]3[CH:28]=[CH:27][N:26]=[CH:25][CH:24]=3)[S:21][CH:22]=2)[C:11](=[O:17])[NH:12][C:13]=1[CH:14]([CH3:16])[CH3:15])=[O:7]. The catalyst class is: 2. (4) Reactant: C([O:3][C:4]([C@H:6]1[CH2:10][CH2:9][CH2:8][N:7]1[C:11]([S:13][C:14]1[CH:19]=[CH:18][CH:17]=[C:16]([O:20][CH2:21][C:22]2[N:23]=[C:24]([C:28]3[CH:33]=[CH:32][CH:31]=[CH:30][CH:29]=3)[O:25][C:26]=2[CH3:27])[CH:15]=1)=[O:12])=[O:5])C.[OH-].[Na+]. Product: [CH3:27][C:26]1[O:25][C:24]([C:28]2[CH:33]=[CH:32][CH:31]=[CH:30][CH:29]=2)=[N:23][C:22]=1[CH2:21][O:20][C:16]1[CH:15]=[C:14]([S:13][C:11]([N:7]2[CH2:8][CH2:9][CH2:10][C@@H:6]2[C:4]([OH:5])=[O:3])=[O:12])[CH:19]=[CH:18][CH:17]=1. The catalyst class is: 24. (5) Reactant: [CH2:1]([N:3]1[CH:7]=[C:6]([C:8]2[CH:9]=[C:10]([CH:12]=[CH:13][CH:14]=2)[NH2:11])[C:5]([C:15]2[CH:20]=[CH:19][N:18]=[CH:17][CH:16]=2)=[N:4]1)[CH3:2].[CH3:21]CN(C(C)C)C(C)C.ClC(Cl)(O[C:34](=[O:40])OC(Cl)(Cl)Cl)Cl.[F:42][C:43]1[CH:44]=[C:45]([CH:47]=[CH:48][C:49]=1[I:50])[NH2:46]. Product: [F:42][C:43]1[CH:44]=[C:45]([NH:46][C:34]([NH:11][C:10]2[CH:12]=[CH:13][CH:14]=[C:8]([C:6]3[C:5]([C:15]4[CH:16]=[CH:17][N:18]=[CH:19][CH:20]=4)=[N:4][N:3]([CH:1]([CH3:21])[CH3:2])[CH:7]=3)[CH:9]=2)=[O:40])[CH:47]=[CH:48][C:49]=1[I:50]. The catalyst class is: 61. (6) Reactant: C[O:2][C:3]([CH2:5][C:6]1[C:11]([C:12]([OH:14])=[O:13])=[CH:10][N:9]=[C:8]([C:15]2[CH:20]=[CH:19][CH:18]=[CH:17][CH:16]=2)[N:7]=1)=O.Cl.[NH4+:22].[OH-]. Product: [C:3]([CH2:5][C:6]1[C:11]([C:12]([OH:14])=[O:13])=[CH:10][N:9]=[C:8]([C:15]2[CH:20]=[CH:19][CH:18]=[CH:17][CH:16]=2)[N:7]=1)(=[O:2])[NH2:22]. The catalyst class is: 6. (7) The catalyst class is: 789. Product: [O:10]=[C:3]([NH:4][C:5]1[NH:9][N:8]=[CH:7][CH:6]=1)[C:2]([C@@H:11]([NH:16][C:17](=[O:43])[O:18][C@@H:19]([C:24]1[O:25][C:26]([C:29]2[CH:34]=[C:33]([C:35]([F:36])([F:37])[F:38])[CH:32]=[C:31]([C:39]([F:41])([F:42])[F:40])[CH:30]=2)=[N:27][N:28]=1)[C:20]([CH3:22])([CH3:23])[CH3:21])[CH2:12][CH2:13][CH2:14][CH3:15])=[O:1]. Reactant: [OH:1][C@H:2]([C@@H:11]([NH:16][C:17](=[O:43])[O:18][C@@H:19]([C:24]1[O:25][C:26]([C:29]2[CH:34]=[C:33]([C:35]([F:38])([F:37])[F:36])[CH:32]=[C:31]([C:39]([F:42])([F:41])[F:40])[CH:30]=2)=[N:27][N:28]=1)[C:20]([CH3:23])([CH3:22])[CH3:21])[CH2:12][CH2:13][CH2:14][CH3:15])[C:3](=[O:10])[NH:4][C:5]1[NH:9][N:8]=[CH:7][CH:6]=1.CC(OI1(OC(C)=O)(OC(C)=O)OC(=O)C2C=CC=CC1=2)=O.S(S([O-])=O)([O-])(=O)=O.[Na+].[Na+].C(=O)(O)[O-].[Na+].